Dataset: Reaction yield outcomes from USPTO patents with 853,638 reactions. Task: Predict the reaction yield, written as a fraction of the theoretical maximum amount of product (1.0 means a 100% yield; for example, 0.34 means a 34% yield). (1) The reactants are [NH2:1][C:2]1[CH:7]=[C:6]([Br:8])[N:5]=[CH:4][C:3]=1/[CH:9]=[CH:10]/[C:11]([O:13]CC)=O.C[S-].[Na+].IC. The catalyst is C(O)C.O. The product is [Br:8][C:6]1[CH:7]=[C:2]2[C:3]([CH:9]=[CH:10][C:11](=[O:13])[NH:1]2)=[CH:4][N:5]=1. The yield is 0.800. (2) The reactants are Cl[C:2]1[CH:7]=[C:6]([O:8][C:9]2[CH:10]=[CH:11][C:12]([NH:15][C:16]([N:18]3[CH2:22][CH2:21][N:20]([CH:23]4[CH2:28][CH2:27][O:26][CH2:25][CH2:24]4)[C:19]3=[O:29])=[O:17])=[N:13][CH:14]=2)[CH:5]=[CH:4][N:3]=1.[CH2:30]([N:32]1[CH:36]=[C:35](B2OC(C)(C)C(C)(C)O2)[CH:34]=[N:33]1)[CH3:31].C([O-])([O-])=O.[K+].[K+]. The catalyst is C1C=CC([P]([Pd]([P](C2C=CC=CC=2)(C2C=CC=CC=2)C2C=CC=CC=2)([P](C2C=CC=CC=2)(C2C=CC=CC=2)C2C=CC=CC=2)[P](C2C=CC=CC=2)(C2C=CC=CC=2)C2C=CC=CC=2)(C2C=CC=CC=2)C2C=CC=CC=2)=CC=1.O1CCOCC1.O. The product is [CH2:30]([N:32]1[CH:36]=[C:35]([C:2]2[CH:7]=[C:6]([O:8][C:9]3[CH:10]=[CH:11][C:12]([NH:15][C:16]([N:18]4[CH2:22][CH2:21][N:20]([CH:23]5[CH2:28][CH2:27][O:26][CH2:25][CH2:24]5)[C:19]4=[O:29])=[O:17])=[N:13][CH:14]=3)[CH:5]=[CH:4][N:3]=2)[CH:34]=[N:33]1)[CH3:31]. The yield is 0.800. (3) The reactants are [H-].[Na+].[C:3]([O:13][CH2:14][C:15]1[CH:20]=[CH:19][CH:18]=[CH:17][CH:16]=1)(=[O:12])[CH2:4][C:5]([O:7][C:8]([CH3:11])([CH3:10])[CH3:9])=[O:6].Br[CH2:22][CH2:23][CH2:24][CH2:25][CH2:26][CH2:27][CH2:28][CH2:29][CH2:30][CH2:31][CH3:32].CCOCC. The catalyst is CN(C=O)C.O. The product is [CH2:32]([CH:4]([C:5]([O:7][C:8]([CH3:11])([CH3:10])[CH3:9])=[O:6])[C:3]([O:13][CH2:14][C:15]1[CH:16]=[CH:17][CH:18]=[CH:19][CH:20]=1)=[O:12])[CH2:31][CH2:30][CH2:29][CH2:28][CH2:27][CH2:26][CH2:25][CH2:24][CH2:23][CH3:22]. The yield is 0.710.